Task: Binary Classification. Given a miRNA mature sequence and a target amino acid sequence, predict their likelihood of interaction.. Dataset: Experimentally validated miRNA-target interactions with 360,000+ pairs, plus equal number of negative samples (1) The miRNA is hsa-miR-1252-3p with sequence CAAAUGAGCUUAAUUUCCUUUU. The protein sequence of the target gene is MGVSVDVHQVYKYPFEQVVASFLRKYPNPMDKNVISVKIMEEKRDESTGVIYRKRIAICQNVVPEILRKSLSTLVILCWKKVSILKVPNIQLEEESWLNPRERNMAIRSHCLTWTQYASMKEESVFRESMENPNWTEFIQRGRISITGVGFLNCVLETFASTFLRQGAQKGIRIMEMLLKEQCGAPLAE. Result: 0 (no interaction). (2) The miRNA is hsa-miR-484 with sequence UCAGGCUCAGUCCCCUCCCGAU. The protein sequence of the target gene is MFGRSRSWVGGGHGKTSRNIHSLDHLKYLYHVLTKNTTVTEQNRNLLVETIRSITEILIWGDQNDSSVFDFFLEKNMFVFFLNILRQKSGRYVCVQLLQTLNILFENISHETSLYYLLSNNYVNSIIVHKFDFSDEEIMAYYISFLKTLSLKLNNHTVHFFYNEHTNDFALYTEAIKFFNHPESMVRIAVRTITLNVYKVSLDNQAMLHYIRDKTAVPYFSNLVWFIGSHVIELDDCVQTDEEHRNRGKLSDLVAEHLDHLHYLNDILIINCEFLNDVLTDHLLNRLFLPLYVYSLENQD.... Result: 1 (interaction). (3) The miRNA is hsa-miR-518d-5p with sequence CUCUAGAGGGAAGCACUUUCUG. The protein sequence of the target gene is MITFLPIIFSILIVVIFVIGNFANGFIALVNSIEWVKRQKISFVDQILTALAVSRVGLLWVLLLHWYATQLNPAFYSVEVRITAYNVWAVTNHFSSWLATSLSMFYLLRIANFSNLIFLRIKRRVKSVVLVILLGPLLFLVCHLFVINMDETVWTKEYEGNVTWKIKLRSAMYHSNMTLTMLANFVPLTLTLISFLLLICSLCKHLKKMQLHGKGSQDPSTKVHIKALQTVTSFLLLCAIYFLSMIISVCNFGRLEKQPVFMFCQAIIFSYPSTHPFILILGNKKLKQIFLSVLRHVRYW.... Result: 1 (interaction). (4) The miRNA is hsa-miR-6793-5p with sequence UGUGGGUUCUGGGUUGGGGUGA. The protein sequence of the target gene is MLRVPEPRPGEAKAEGAAPPTPSKPLTSFLIQDILRDGAQRQGGRTSSQRQRDPEPEPEPEPEGGRSRAGAQNDQLSTGPRAAPEEAETLAETEPERHLGSYLLDSENTSGALPRLPQTPKQPQKRSRAAFSHTQVIELERKFSHQKYLSAPERAHLAKNLKLTETQVKIWFQNRRYKTKRKQLSSELGDLEKHSSLPALKEEAFSRASLVSVYNSYPYYPYLYCVGSWSPAFW. Result: 0 (no interaction). (5) The miRNA is mmu-miR-665-3p with sequence ACCAGGAGGCUGAGGUCCCU. The protein sequence of the target gene is MPYSEVEAKFLGPGKEQTREPCYKKLKSAADDGVSPLRGGPDIHRIQEKPRNNRVAVATINFRRRVCPQEDKTSTDVLKPLHKEMPGDKLGGSESIGSPALQDGKPSPLAKDDEIYSTSKAFIGPIYKPPEKKKCRERKSETDTFSSIDSKRRQEEKQKSNSKKLEMDTELSQFYKEIEELENENEASQGSCTEPEPSEEPIISYDWACNTLKSEEENKDLSDVLQSHCGYQEYLEDEPDYPCDEQLMPAFCETSFPSFRPEWQSMHPFVIPHDPLSSFNYFNFQRFGTPLHPSPDVFHG.... Result: 1 (interaction).